This data is from Catalyst prediction with 721,799 reactions and 888 catalyst types from USPTO. The task is: Predict which catalyst facilitates the given reaction. (1) Reactant: [OH:1][C:2]1[CH:3]=[CH:4][CH:5]=[C:6]2[C:10]=1[NH:9][CH:8]=[CH:7]2.C(=O)([O-])[O-].[K+].[K+].Br[CH2:18][C:19]#[N:20]. Product: [NH:9]1[C:10]2[C:6](=[CH:5][CH:4]=[CH:3][C:2]=2[O:1][CH2:18][C:19]#[N:20])[CH:7]=[CH:8]1. The catalyst class is: 10. (2) Reactant: [NH2:1][S:2]([C:5]1[CH:10]=[CH:9][C:8]([CH2:11][CH2:12][NH:13][CH2:14][C:15]2[CH:16]=[C:17]([C:21]3[CH:26]=[CH:25][CH:24]=[C:23]([C:27]([NH:29][CH2:30][CH2:31][N:32]4[CH2:36][CH2:35][CH2:34][CH2:33]4)=[O:28])[CH:22]=3)[CH:18]=[CH:19][CH:20]=2)=[CH:7][CH:6]=1)(=[O:4])=[O:3].[C:37](O)(=[O:46])/[CH:38]=[CH:39]/[C:40]1[CH:45]=[CH:44][CH:43]=[CH:42][CH:41]=1.Cl.C(N=C=NCCCN(C)C)C.ON1C2C=CC=CC=2N=N1. The catalyst class is: 139. Product: [NH2:1][S:2]([C:5]1[CH:6]=[CH:7][C:8]([CH2:11][CH2:12][N:13]([CH2:14][C:15]2[CH:16]=[C:17]([C:21]3[CH:26]=[CH:25][CH:24]=[C:23]([C:27]([NH:29][CH2:30][CH2:31][N:32]4[CH2:36][CH2:35][CH2:34][CH2:33]4)=[O:28])[CH:22]=3)[CH:18]=[CH:19][CH:20]=2)[C:37](=[O:46])/[CH:38]=[CH:39]/[C:40]2[CH:45]=[CH:44][CH:43]=[CH:42][CH:41]=2)=[CH:9][CH:10]=1)(=[O:4])=[O:3].